This data is from CYP2C9 inhibition data for predicting drug metabolism from PubChem BioAssay. The task is: Regression/Classification. Given a drug SMILES string, predict its absorption, distribution, metabolism, or excretion properties. Task type varies by dataset: regression for continuous measurements (e.g., permeability, clearance, half-life) or binary classification for categorical outcomes (e.g., BBB penetration, CYP inhibition). Dataset: cyp2c9_veith. (1) The drug is O=C(Nn1cc(C(=O)N2CCN(c3ccccc3F)CC2)c2ccccc2c1=O)c1cnccn1. The result is 1 (inhibitor). (2) The drug is Cc1nn(S(=O)(=O)c2cccs2)c(C)c1Sc1ccc([N+](=O)[O-])cc1. The result is 1 (inhibitor). (3) The compound is Cc1ccc(/C=N\NC(=O)C2COc3cc4ccccc4cc3O2)o1. The result is 1 (inhibitor). (4) The result is 0 (non-inhibitor). The drug is C#CCCCO/N=C1/C[C@@H](O)[C@@H](O)[C@@H]2[C@@H]3C(=O)N(c4cccc(Oc5ccccc5)c4)C(=O)[C@H]3CC[C@@H]12. (5) The molecule is CCC1=C(C[C@H]2NCCc3ccccc32)C[C@@H]2c3cc(OC)c(OC)cc3CCN2C1. The result is 0 (non-inhibitor). (6) The molecule is Cc1ccc(Sc2cc(Cl)nc(N)n2)cc1. The result is 0 (non-inhibitor). (7) The compound is O=C(NC12CC3CC(CC(C3)C1)C2)N1CCN(c2nc(-c3ccccc3)cs2)CC1. The result is 1 (inhibitor).